This data is from Full USPTO retrosynthesis dataset with 1.9M reactions from patents (1976-2016). The task is: Predict the reactants needed to synthesize the given product. (1) Given the product [C:32]([O:31][C:29](=[O:30])[NH2:26])([CH3:35])([CH3:34])[CH3:33].[Cl:1][C:2]1[CH:7]=[CH:6][C:5]([N:8]2[C:12]3[CH:13]=[CH:14][CH:15]=[CH:16][C:11]=3[N:10]([CH2:21][CH2:22][CH:23]3[CH2:28][CH2:27][NH:26][CH2:25][CH2:24]3)[S:9]2(=[O:17])=[O:18])=[C:4]([F:19])[CH:3]=1, predict the reactants needed to synthesize it. The reactants are: [Cl:1][C:2]1[CH:7]=[CH:6][C:5]([N:8]2[C:12]3[CH:13]=[CH:14][CH:15]=[CH:16][C:11]=3[NH:10][S:9]2(=[O:18])=[O:17])=[C:4]([F:19])[CH:3]=1.O[CH2:21][CH2:22][CH:23]1[CH2:28][CH2:27][N:26]([C:29]([O:31][C:32]([CH3:35])([CH3:34])[CH3:33])=[O:30])[CH2:25][CH2:24]1.C1(P(C2C=CC=CC=2)C2C=CC=CC=2)C=CC=CC=1.CC(OC(/N=N/C(OC(C)C)=O)=O)C. (2) The reactants are: F[C:2](F)(F)[C:3]1[CH:8]=[CH:7][C:6]([OH:9])=[CH:5][CH:4]=1.[C:12](OCC)(=[O:14])C.[CH3:18][CH2:19][CH2:20][CH2:21][CH2:22]C. Given the product [OH:9][C:6]1[CH:7]=[CH:8][C:3]([C:2]2[CH:22]=[CH:21][CH:20]=[CH:19][CH:18]=2)=[CH:4][C:5]=1[CH:12]=[O:14], predict the reactants needed to synthesize it. (3) Given the product [C:1]([C:3]1[CH:4]=[C:5]([C:11]2[CH:17]=[C:16]([C:15]([O:19][CH2:20][CH3:21])=[O:18])[O:13][N:12]=2)[CH:6]=[CH:7][C:8]=1[O:9][CH3:10])#[N:2], predict the reactants needed to synthesize it. The reactants are: [C:1]([C:3]1[CH:4]=[C:5]([C:11](Cl)=[N:12][OH:13])[CH:6]=[CH:7][C:8]=1[O:9][CH3:10])#[N:2].[C:15]([O:19][CH2:20][CH3:21])(=[O:18])[C:16]#[CH:17].C(N(CC)CC)C. (4) Given the product [F:30][C:27]1[CH:28]=[CH:29][C:24]([C:23]([C:18]2[CH:19]=[CH:20][CH:21]=[CH:22][C:17]=2[NH:16][CH:4]([CH2:5][C:6]2[CH:7]=[CH:8][C:9]([O:12][CH2:13][CH2:14][C:42]3[C:43]4[NH:44][C:45]5[C:37](=[CH:36][CH:35]=[CH:34][CH:33]=5)[C:38]=4[CH:39]=[CH:40][CH:41]=3)=[CH:10][CH:11]=2)[C:3]([OH:2])=[O:32])=[O:31])=[CH:25][CH:26]=1, predict the reactants needed to synthesize it. The reactants are: C[O:2][C:3](=[O:32])[CH:4]([NH:16][C:17]1[CH:22]=[CH:21][CH:20]=[CH:19][C:18]=1[C:23](=[O:31])[C:24]1[CH:29]=[CH:28][C:27]([F:30])=[CH:26][CH:25]=1)[CH2:5][C:6]1[CH:11]=[CH:10][C:9]([O:12][CH2:13][CH2:14]Br)=[CH:8][CH:7]=1.[CH:33]1[C:45]2[NH:44][C:43]3[C:38](=[CH:39][CH:40]=[CH:41][CH:42]=3)[C:37]=2[CH:36]=[CH:35][CH:34]=1.[OH-].[Na+].